This data is from Catalyst prediction with 721,799 reactions and 888 catalyst types from USPTO. The task is: Predict which catalyst facilitates the given reaction. (1) Reactant: Cl.Cl.[NH2:3][CH2:4][CH2:5][CH2:6][C:7]1[N:8]=[C:9]([NH2:12])[NH:10][CH:11]=1.[Cl:13]C(Cl)(Cl)[C:15]([C:17]1[NH:18][CH:19]=[CH:20][CH:21]=1)=[O:16].C(=O)([O-])[O-].[Na+].[Na+]. Product: [ClH:13].[NH2:12][C:9]1[NH:10][CH:11]=[C:7]([CH2:6][CH2:5][CH2:4][NH:3][C:15]([C:17]2[NH:18][CH:19]=[CH:20][CH:21]=2)=[O:16])[N:8]=1. The catalyst class is: 9. (2) Reactant: [C:1]([O:5][C:6]([N:8]1[CH2:11][C:10](=[CH:12][C:13]2[CH:14]=[C:15]3[C:24](=[CH:25][C:26]=2[C:27]([F:30])([F:29])[F:28])[O:23][CH2:22][C:21]2[N:16]3[CH:17]([CH3:40])[C:18](=[O:39])[N:19]([CH2:31][O:32][CH2:33][CH2:34][Si:35]([CH3:38])([CH3:37])[CH3:36])[N:20]=2)[CH2:9]1)=[O:7])([CH3:4])([CH3:3])[CH3:2]. Product: [C:1]([O:5][C:6]([N:8]1[CH2:11][CH:10]([CH2:12][C:13]2[CH:14]=[C:15]3[C:24](=[CH:25][C:26]=2[C:27]([F:28])([F:30])[F:29])[O:23][CH2:22][C:21]2[N:16]3[CH:17]([CH3:40])[C:18](=[O:39])[N:19]([CH2:31][O:32][CH2:33][CH2:34][Si:35]([CH3:37])([CH3:36])[CH3:38])[N:20]=2)[CH2:9]1)=[O:7])([CH3:3])([CH3:2])[CH3:4]. The catalyst class is: 105. (3) Reactant: Cl[C:2]1[NH:6][C:5]2[CH:7]=[CH:8][CH:9]=[CH:10][C:4]=2[N:3]=1.[Br:11][C:12]1[CH:17]=[CH:16][C:15]([OH:18])=[CH:14][CH:13]=1.C(N(CC)CC)C. Product: [Br:11][C:12]1[CH:17]=[CH:16][C:15]([O:18][C:2]2[NH:6][C:5]3[CH:7]=[CH:8][CH:9]=[CH:10][C:4]=3[N:3]=2)=[CH:14][CH:13]=1. The catalyst class is: 13.